This data is from Forward reaction prediction with 1.9M reactions from USPTO patents (1976-2016). The task is: Predict the product of the given reaction. (1) Given the reactants S(O[CH2:12][CH:13]1[CH2:16][N:15]([C:17]([O:19][C:20]([CH3:23])([CH3:22])[CH3:21])=[O:18])[CH2:14]1)(C1C=CC(C)=CC=1)(=O)=O.[I-:24].[Li+], predict the reaction product. The product is: [C:20]([O:19][C:17]([N:15]1[CH2:16][CH:13]([CH2:12][I:24])[CH2:14]1)=[O:18])([CH3:23])([CH3:22])[CH3:21]. (2) Given the reactants [CH2:1]([CH2:3][NH2:4])[OH:2].CCN(CC)CC.[Br:12][C:13]1[CH:18]=[CH:17][C:16]([S:19](Cl)(=[O:21])=[O:20])=[C:15]([F:23])[CH:14]=1, predict the reaction product. The product is: [Br:12][C:13]1[CH:18]=[CH:17][C:16]([S:19]([NH:4][CH2:3][CH2:1][OH:2])(=[O:20])=[O:21])=[C:15]([F:23])[CH:14]=1. (3) Given the reactants [F:1][C:2]1[C:7]([C:8](=[N:10]O)[CH3:9])=[CH:6][CH:5]=[C:4]([F:12])[N:3]=1.[OH-].[Na+], predict the reaction product. The product is: [F:1][C:2]1[C:7]([CH:8]([NH2:10])[CH3:9])=[CH:6][CH:5]=[C:4]([F:12])[N:3]=1. (4) Given the reactants [C:1]([O:9][C:10]1[C:11]([C:29]([O:31][CH3:32])=[O:30])=[N:12][C:13]([CH:17]2[CH2:21][CH2:20][CH2:19][N:18]2C(OC(C)(C)C)=O)=[N:14][C:15]=1[OH:16])(=[O:8])[C:2]1[CH:7]=[CH:6][CH:5]=[CH:4][CH:3]=1.C(O)(C(F)(F)F)=O.C(Cl)Cl, predict the reaction product. The product is: [C:1]([O:9][C:10]1[C:11]([C:29]([O:31][CH3:32])=[O:30])=[N:12][C:13]([CH:17]2[CH2:21][CH2:20][CH2:19][NH:18]2)=[N:14][C:15]=1[OH:16])(=[O:8])[C:2]1[CH:7]=[CH:6][CH:5]=[CH:4][CH:3]=1.